Dataset: Drug-target binding data from BindingDB using IC50 measurements. Task: Regression. Given a target protein amino acid sequence and a drug SMILES string, predict the binding affinity score between them. We predict pIC50 (pIC50 = -log10(IC50 in M); higher means more potent). Dataset: bindingdb_ic50. (1) The drug is CS(=O)(=O)Nc1ccc(NCC2CNCCN2c2ccccc2)cc1. The pIC50 is 4.4. The target protein (P54833) has sequence MGQPANRSVFLLAPNGSHAPDQGDSQERSEAWVVGMGIVMSLIVLAIVFGNVLVITAIARFERLQTVTNYFITSLACADLVMGLAVVPFGASHILMKMWTFGNFWCEFWTSIDVLCVTASIETLCVIAVDRYFAITSPFKYQSLLTKNKARVVILMVWIVSGLTSFLPIQMHWYRATHQEAINCYAKETCCDFFTNQAYAIASSIVSFYLPLVVMVFVYSRVFQVAQRQLQKIDRSEGRFHAQNLSQVEQDGRSGHGHRRSSKFCLKEHKALKTLGIIMGTFTLCWLPFFIVNIVHVIQDNLIPKEVYILLNWVGYVNSAFNPLIYCRSPDFRIAFQELLCLRRSSLKAYGNGYSNNSNSRSDYAGEHSGCHLGQEKDSELLCEDPPGTEDRQGTVPSDSVDSQGRNCSTNDSLL. (2) The compound is CC1(C)Oc2ccc(C#N)cc2[C@H](N(Cc2ncc[nH]2)c2ccccc2)[C@H]1O. The target protein (P05631) has sequence MFSRAGVAGLSAWTVQPQWIQVRNMATLKDITRRLKSIKNIQKITKSMKMVAAAKYARAERELKPARVYGVGSLALYEKADIKTPEDKKKHLIIGVSSDRGLCGAIHSSVAKQMKSEAANLAAAGKEVKIIGVGDKIRSILHRTHSDQFLVTFKEVGRRPPTFGDASVIALELLNSGYEFDEGSIIFNRFRSVISYKTEEKPIFSLDTISSAESMSIYDDIDADVLRNYQEYSLANIIYYSLKESTTSEQSARMTAMDNASKNASEMIDKLTLTFNRTRQAVITKELIEIISGAAALD. The pIC50 is 5.7.